This data is from Full USPTO retrosynthesis dataset with 1.9M reactions from patents (1976-2016). The task is: Predict the reactants needed to synthesize the given product. (1) Given the product [CH3:40][O:41][C:42]1[CH:50]=[CH:49][C:45]([C:46]([O:1][CH:2]2[CH2:20][CH:19]3[N:4]([C:5](=[O:39])[CH:6]([NH:31][C:32]([O:34][C:35]([CH3:36])([CH3:38])[CH3:37])=[O:33])[CH2:7][CH2:8][CH2:9][CH2:10][CH2:11][CH:12]=[CH:13][CH:14]4[C:16]([C:22]([NH:24][S:25]([CH:28]5[CH2:30][CH2:29]5)(=[O:27])=[O:26])=[O:23])([NH:17][C:18]3=[O:21])[CH2:15]4)[CH2:3]2)=[O:47])=[CH:44][CH:43]=1, predict the reactants needed to synthesize it. The reactants are: [OH:1][CH:2]1[CH2:20][CH:19]2[N:4]([C:5](=[O:39])[CH:6]([NH:31][C:32]([O:34][C:35]([CH3:38])([CH3:37])[CH3:36])=[O:33])[CH2:7][CH2:8][CH2:9][CH2:10][CH2:11][CH:12]=[CH:13][CH:14]3[C:16]([C:22]([NH:24][S:25]([CH:28]4[CH2:30][CH2:29]4)(=[O:27])=[O:26])=[O:23])([NH:17][C:18]2=[O:21])[CH2:15]3)[CH2:3]1.[CH3:40][O:41][C:42]1[CH:50]=[CH:49][C:45]([C:46](Cl)=[O:47])=[CH:44][CH:43]=1. (2) Given the product [Cl:19][C:20]1[CH:35]=[CH:34][C:23]([O:24][C:25]2[CH:30]=[CH:29][C:28]([CH2:31][CH2:32][NH:33][C:13]3[NH:14][CH:15]=[C:10]([CH2:9][C:6]4[CH:5]=[N:4][C:3]([O:2][CH3:1])=[N:8][CH:7]=4)[C:11](=[O:18])[N:12]=3)=[CH:27][CH:26]=2)=[CH:22][CH:21]=1, predict the reactants needed to synthesize it. The reactants are: [CH3:1][O:2][C:3]1[N:8]=[CH:7][C:6]([CH2:9][C:10]2[C:11](=[O:18])[N:12]=[C:13](SC)[NH:14][CH:15]=2)=[CH:5][N:4]=1.[Cl:19][C:20]1[CH:35]=[CH:34][C:23]([O:24][C:25]2[CH:30]=[CH:29][C:28]([CH2:31][CH2:32][NH2:33])=[CH:27][CH:26]=2)=[CH:22][CH:21]=1. (3) Given the product [CH3:1][O:2][C:3](=[O:37])[CH:4]([C:16]1[CH:21]=[CH:20][C:19]([O:22][C:23]2[CH:28]=[CH:27][C:26]([CH2:29][CH:30]3[S:34][C:33](=[O:35])[NH:32][C:31]3=[O:36])=[CH:25][CH:24]=2)=[CH:18][CH:17]=1)[CH2:5][C:6]1[CH:11]=[C:10]([O:12][CH3:13])[CH:9]=[C:8]([O:14][CH3:15])[CH:7]=1, predict the reactants needed to synthesize it. The reactants are: [CH3:1][O:2][C:3](=[O:37])[CH:4]([C:16]1[CH:21]=[CH:20][C:19]([O:22][C:23]2[CH:28]=[CH:27][C:26]([CH:29]=[C:30]3[S:34][C:33](=[O:35])[NH:32][C:31]3=[O:36])=[CH:25][CH:24]=2)=[CH:18][CH:17]=1)[CH2:5][C:6]1[CH:11]=[C:10]([O:12][CH3:13])[CH:9]=[C:8]([O:14][CH3:15])[CH:7]=1.